Predict the product of the given reaction. From a dataset of Forward reaction prediction with 1.9M reactions from USPTO patents (1976-2016). (1) Given the reactants [NH2:1][C:2]1[CH:6]=[C:5]([C:7]2[CH:8]=[N:9][NH:10][C:11]=2[CH3:12])[S:4][C:3]=1[C:13]([NH2:15])=[O:14].O=[C:17]1[CH2:22][CH2:21][CH:20]([C:23]([O:25][CH2:26][CH3:27])=[O:24])[CH2:19][CH2:18]1.[O-]S([O-])(=O)=O.[Mg+2].CC1(C)C2(CS(O)(=O)=O)C(CC1CC2)=O.C([O-])(O)=O.[Na+], predict the reaction product. The product is: [CH3:12][C:11]1[NH:10][N:9]=[CH:8][C:7]=1[C:5]1[S:4][C:3]2[C:13](=[O:14])[NH:15][C:17]3([CH2:22][CH2:21][CH:20]([C:23]([O:25][CH2:26][CH3:27])=[O:24])[CH2:19][CH2:18]3)[NH:1][C:2]=2[CH:6]=1. (2) Given the reactants Cl[C:2]1[CH:7]=[CH:6][N:5]=[C:4]2[CH:8]=[C:9]([C:11]([N:13]3[CH2:17][CH2:16][CH2:15][C@H:14]3[CH2:18][O:19][Si](C(C)(C)C)(C)C)=[O:12])[S:10][C:3]=12.[CH3:27][NH:28][C:29]([C:31]1[C:39]2[C:34](=[CH:35][C:36]([OH:40])=[CH:37][CH:38]=2)[N:33]([CH3:41])[C:32]=1[CH3:42])=[O:30].C([O-])([O-])=O.[Cs+].[Cs+], predict the reaction product. The product is: [CH3:27][NH:28][C:29]([C:31]1[C:39]2[C:34](=[CH:35][C:36]([O:40][C:2]3[CH:7]=[CH:6][N:5]=[C:4]4[CH:8]=[C:9]([C:11]([N:13]5[CH2:17][CH2:16][CH2:15][CH:14]5[CH2:18][OH:19])=[O:12])[S:10][C:3]=34)=[CH:37][CH:38]=2)[N:33]([CH3:41])[C:32]=1[CH3:42])=[O:30]. (3) Given the reactants C([O:8][C:9]1[CH:10]=[C:11]2[C:15](=[CH:16][CH:17]=1)[N:14]([CH2:18][CH2:19][C:20]([CH3:23])([OH:22])[CH3:21])[CH:13]=[CH:12]2)C1C=CC=CC=1.C(N(CC)CC)C, predict the reaction product. The product is: [OH:22][C:20]([CH3:23])([CH3:21])[CH2:19][CH2:18][N:14]1[C:15]2[C:11](=[CH:10][C:9]([OH:8])=[CH:17][CH:16]=2)[CH:12]=[CH:13]1. (4) Given the reactants Cl.[CH2:2]([O:4][C:5]([CH2:7][N:8]1[CH2:13][C:12]2[CH:14]=[C:15](/[CH:18]=[CH:19]/[C:20]([OH:22])=O)[CH:16]=[N:17][C:11]=2[NH:10][C:9]1=[O:23])=[O:6])[CH3:3].Cl.[CH3:25][N:26]1[CH2:32][C:31]2[CH:33]=[C:34](/[CH:37]=[CH:38]/[C:39](O)=O)C=N[C:30]=2[NH:29][C:28](=O)[CH2:27]1.CNCC1N(C)C2C(C=1)=CC=CC=2.CNCC1C=CC2C(=CC=CC=2)C=1CCC, predict the reaction product. The product is: [CH2:2]([O:4][C:5](=[O:6])[CH2:7][N:8]1[CH2:13][C:12]2[CH:14]=[C:15](/[CH:18]=[CH:19]/[C:20](=[O:22])[N:29]([CH3:30])[CH2:28][C:27]3[N:26]([CH3:25])[C:32]4[C:38]([CH:39]=3)=[CH:37][CH:34]=[CH:33][CH:31]=4)[CH:16]=[N:17][C:11]=2[NH:10][C:9]1=[O:23])[CH3:3]. (5) Given the reactants Cl[C:2]1[N:7]=[C:6]2[N:8]([CH3:11])[N:9]=[CH:10][C:5]2=[C:4]([N:12]2[CH2:17][CH2:16][N:15]([S:18]([CH3:21])(=[O:20])=[O:19])[CH2:14][CH2:13]2)[N:3]=1.[NH:22]1[C:30]2[C:25](=[CH:26][CH:27]=[CH:28][CH:29]=2)[C:24](B2OC(C)(C)C(C)(C)O2)=[N:23]1, predict the reaction product. The product is: [NH:22]1[C:30]2[C:25](=[C:26]([C:2]3[N:7]=[C:6]4[N:8]([CH3:11])[N:9]=[CH:10][C:5]4=[C:4]([N:12]4[CH2:17][CH2:16][N:15]([S:18]([CH3:21])(=[O:20])=[O:19])[CH2:14][CH2:13]4)[N:3]=3)[CH:27]=[CH:28][CH:29]=2)[CH:24]=[N:23]1. (6) Given the reactants [Cl:1][C:2]1[CH:7]=[CH:6][C:5]([C:8]([CH:13](C(OC)=O)[C:14]([O:16][CH3:17])=[O:15])([CH:10]([CH3:12])[CH3:11])[CH3:9])=[CH:4][CH:3]=1.[Cl-].[Li+].O.C(OCC)C, predict the reaction product. The product is: [Cl:1][C:2]1[CH:3]=[CH:4][C:5]([C:8]([CH3:9])([CH:10]([CH3:11])[CH3:12])[CH2:13][C:14]([O:16][CH3:17])=[O:15])=[CH:6][CH:7]=1.